Dataset: Reaction yield outcomes from USPTO patents with 853,638 reactions. Task: Predict the reaction yield, written as a fraction of the theoretical maximum amount of product (1.0 means a 100% yield; for example, 0.34 means a 34% yield). (1) The reactants are [C:1]([C:5]1[CH:10]=[CH:9][C:8]([NH2:11])=[CH:7][C:6]=1[N+:12]([O-:14])=[O:13])([CH3:4])([CH3:3])[CH3:2].[CH3:15][C:16]([O:19][C:20](O[C:20]([O:19][C:16]([CH3:18])([CH3:17])[CH3:15])=[O:21])=[O:21])([CH3:18])[CH3:17]. The catalyst is [OH-].[Na+].C1COCC1. The product is [C:16]([O:19][C:20](=[O:21])[NH:11][C:8]1[CH:9]=[CH:10][C:5]([C:1]([CH3:4])([CH3:2])[CH3:3])=[C:6]([N+:12]([O-:14])=[O:13])[CH:7]=1)([CH3:18])([CH3:17])[CH3:15]. The yield is 0.740. (2) The product is [Br:19][C:8]1[CH:9]=[C:4]2[C:3]([C:10]([O:12][CH3:13])=[O:11])=[N:2][NH:1][C:5]2=[N:6][CH:7]=1. The reactants are [NH:1]1[C:5]2=[N:6][CH:7]=[CH:8][CH:9]=[C:4]2[C:3]([C:10]([O:12][CH3:13])=[O:11])=[N:2]1.C([O-])(=O)C.[Na+].[Br:19]Br.O. The yield is 0.300. The catalyst is C(O)(=O)C.